Task: Predict the reaction yield, written as a fraction of the theoretical maximum amount of product (1.0 means a 100% yield; for example, 0.34 means a 34% yield).. Dataset: Reaction yield outcomes from USPTO patents with 853,638 reactions The reactants are [OH-].[K+].[C:3]([OH:11])(=[O:10])[C:4]1[CH:9]=[CH:8][CH:7]=[CH:6][CH:5]=1.CN(C=O)C.Cl[CH:18]([C:22](=[O:24])[CH3:23])[C:19](=[O:21])[CH3:20]. The catalyst is O. The product is [C:3]([O:11][CH:18]([C:22](=[O:24])[CH3:23])[C:19](=[O:21])[CH3:20])(=[O:10])[C:4]1[CH:9]=[CH:8][CH:7]=[CH:6][CH:5]=1. The yield is 0.961.